This data is from NCI-60 drug combinations with 297,098 pairs across 59 cell lines. The task is: Regression. Given two drug SMILES strings and cell line genomic features, predict the synergy score measuring deviation from expected non-interaction effect. (1) Drug 1: CS(=O)(=O)C1=CC(=C(C=C1)C(=O)NC2=CC(=C(C=C2)Cl)C3=CC=CC=N3)Cl. Drug 2: C1CCN(CC1)CCOC2=CC=C(C=C2)C(=O)C3=C(SC4=C3C=CC(=C4)O)C5=CC=C(C=C5)O. Cell line: U251. Synergy scores: CSS=9.30, Synergy_ZIP=-1.11, Synergy_Bliss=1.24, Synergy_Loewe=1.18, Synergy_HSA=1.20. (2) Drug 1: C1CC(C1)(C(=O)O)C(=O)O.[NH2-].[NH2-].[Pt+2]. Drug 2: N.N.Cl[Pt+2]Cl. Cell line: HT29. Synergy scores: CSS=29.7, Synergy_ZIP=-3.77, Synergy_Bliss=3.56, Synergy_Loewe=3.06, Synergy_HSA=4.25. (3) Drug 1: CC12CCC3C(C1CCC2=O)CC(=C)C4=CC(=O)C=CC34C. Drug 2: C1=NC(=NC(=O)N1C2C(C(C(O2)CO)O)O)N. Cell line: SK-MEL-5. Synergy scores: CSS=31.9, Synergy_ZIP=1.57, Synergy_Bliss=1.53, Synergy_Loewe=-0.824, Synergy_HSA=-0.894. (4) Drug 2: CC1C(C(CC(O1)OC2CC(CC3=C2C(=C4C(=C3O)C(=O)C5=CC=CC=C5C4=O)O)(C(=O)C)O)N)O. Synergy scores: CSS=43.4, Synergy_ZIP=1.06, Synergy_Bliss=1.32, Synergy_Loewe=-37.4, Synergy_HSA=1.74. Drug 1: N.N.Cl[Pt+2]Cl. Cell line: LOX IMVI.